Dataset: Full USPTO retrosynthesis dataset with 1.9M reactions from patents (1976-2016). Task: Predict the reactants needed to synthesize the given product. (1) Given the product [F:1][C:2]1[CH:29]=[C:28]([F:30])[CH:27]=[CH:26][C:3]=1[CH2:4][O:5][C:6]1[N:7]=[CH:8][N:9]([C:13]2[CH:14]=[C:15]([CH:20]=[CH:21][C:22]=2[CH3:23])[C:16]([O:18][CH3:19])=[O:17])[C:10](=[O:12])[CH:11]=1, predict the reactants needed to synthesize it. The reactants are: [F:1][C:2]1[CH:29]=[C:28]([F:30])[CH:27]=[CH:26][C:3]=1[CH2:4][O:5][C:6]1[N:7]=[C:8](SC)[N:9]([C:13]2[CH:14]=[C:15]([CH:20]=[CH:21][C:22]=2[CH3:23])[C:16]([O:18][CH3:19])=[O:17])[C:10](=[O:12])[CH:11]=1. (2) Given the product [C:16]([O:15][C:13]([NH:1][C:2]1[N:3]=[C:4]([C:8]([OH:10])=[O:9])[N:5]([CH3:7])[CH:6]=1)=[O:14])([CH3:19])([CH3:18])[CH3:17], predict the reactants needed to synthesize it. The reactants are: [NH2:1][C:2]1[N:3]=[C:4]([C:8]([O:10]CC)=[O:9])[N:5]([CH3:7])[CH:6]=1.[C:13](O[C:13]([O:15][C:16]([CH3:19])([CH3:18])[CH3:17])=[O:14])([O:15][C:16]([CH3:19])([CH3:18])[CH3:17])=[O:14].C(OCC)C. (3) Given the product [CH2:26]([O:25][C:23]([N:12]=[C:8]([CH:2]1[CH2:7][CH2:6][CH2:5][CH2:4][CH2:3]1)[O:9][CH2:10][CH3:11])=[O:24])[CH3:27], predict the reactants needed to synthesize it. The reactants are: Cl.[CH:2]1([C:8](=[NH:12])[O:9][CH2:10][CH3:11])[CH2:7][CH2:6][CH2:5][CH2:4][CH2:3]1.N1C(C)=CC(C)=CC=1C.Cl[C:23]([O:25][CH2:26][CH3:27])=[O:24]. (4) Given the product [NH:11]1[CH2:12][CH:9]([CH2:8][NH:7][C:4]([CH:1]2[CH2:3][CH2:2]2)=[O:5])[CH2:10]1.[C:27]([OH:33])([C:29]([F:32])([F:31])[F:30])=[O:28], predict the reactants needed to synthesize it. The reactants are: [CH:1]1([C:4](Cl)=[O:5])[CH2:3][CH2:2]1.[NH2:7][CH2:8][CH:9]1[CH2:12][N:11](C(OC(C)(C)C)=O)[CH2:10]1.C(N(CC)CC)C.[C:27]([OH:33])([C:29]([F:32])([F:31])[F:30])=[O:28]. (5) Given the product [F:18][C:19]([F:23])([F:22])[CH2:20][CH2:1][C:2]1[N:3]=[CH:4][C:5]([C:6]#[N:7])=[CH:8][CH:9]=1, predict the reactants needed to synthesize it. The reactants are: [CH3:1][C:2]1[CH:9]=[CH:8][C:5]([C:6]#[N:7])=[CH:4][N:3]=1.C(NC(C)C)(C)C.[Li].[F:18][C:19]([F:23])([F:22])[CH2:20]I. (6) Given the product [Cl:30][C:31]1[CH:32]=[C:33]([N:37]2[C:41]([CH2:42][NH:43][C:13]([NH:12][C:9]3[CH:10]=[N:11][C:6]([CH2:5][S:2]([CH3:1])(=[O:3])=[O:4])=[CH:7][CH:8]=3)=[O:21])=[CH:40][C:39]([C:44]([F:45])([F:46])[F:47])=[N:38]2)[CH:34]=[CH:35][CH:36]=1, predict the reactants needed to synthesize it. The reactants are: [CH3:1][S:2]([CH2:5][C:6]1[N:11]=[CH:10][C:9]([NH:12][C:13](=[O:21])OC2C=CC=CC=2)=[CH:8][CH:7]=1)(=[O:4])=[O:3].C(N(CC)CC)C.Cl.[Cl:30][C:31]1[CH:32]=[C:33]([N:37]2[C:41]([CH2:42][NH2:43])=[CH:40][C:39]([C:44]([F:47])([F:46])[F:45])=[N:38]2)[CH:34]=[CH:35][CH:36]=1. (7) Given the product [Br:30][C:31]1[CH:32]=[C:33]([F:43])[CH:34]=[C:35]2[C:40]=1[N:39]=[C:38]([CH:41]=[CH:2][O:3][CH3:4])[CH:37]=[CH:36]2, predict the reactants needed to synthesize it. The reactants are: [Cl-].[CH3:2][O:3][CH2:4][P+](C1C=CC=CC=1)(C1C=CC=CC=1)C1C=CC=CC=1.CC([O-])(C)C.[K+].[Br:30][C:31]1[CH:32]=[C:33]([F:43])[CH:34]=[C:35]2[C:40]=1[N:39]=[C:38]([CH:41]=O)[CH:37]=[CH:36]2. (8) Given the product [C:35]([C:33]1[N:34]=[C:30]([NH:29][C:28](=[O:38])[C@@H:19]([NH:18][C:17](=[O:39])[C@H:8]([NH2:7])[C:9]2[CH:14]=[CH:13][C:12]([O:15][CH3:16])=[CH:11][CH:10]=2)[C@H:20]([C:22]2[CH:23]=[CH:24][CH:25]=[CH:26][CH:27]=2)[CH3:21])[S:31][CH:32]=1)(=[O:37])[CH3:36], predict the reactants needed to synthesize it. The reactants are: C(OC(=O)[NH:7][C@@H:8]([C:17](=[O:39])[NH:18][C@H:19]([C:28](=[O:38])[NH:29][C:30]1[S:31][CH:32]=[C:33]([C:35](=[O:37])[CH3:36])[N:34]=1)[C@H:20]([C:22]1[CH:27]=[CH:26][CH:25]=[CH:24][CH:23]=1)[CH3:21])[C:9]1[CH:14]=[CH:13][C:12]([O:15][CH3:16])=[CH:11][CH:10]=1)(C)(C)C.FC(F)(F)C(O)=O.